This data is from Full USPTO retrosynthesis dataset with 1.9M reactions from patents (1976-2016). The task is: Predict the reactants needed to synthesize the given product. (1) Given the product [CH3:11][Si:12]([CH3:14])([CH3:13])[C:2]1[S:1][C:5]([Si:12]([CH3:14])([CH3:13])[CH3:11])=[CH:4][CH:3]=1, predict the reactants needed to synthesize it. The reactants are: [S:1]1[CH:5]=[CH:4][CH:3]=[CH:2]1.C([Li])CCC.[CH3:11][Si:12](Cl)([CH3:14])[CH3:13]. (2) Given the product [CH2:10]([O:9][C:7]([NH:1][CH2:2][CH2:3][CH2:4][OH:5])=[O:8])[C:11]1[CH:16]=[CH:15][CH:14]=[CH:13][CH:12]=1, predict the reactants needed to synthesize it. The reactants are: [NH2:1][CH2:2][CH2:3][CH2:4][OH:5].Cl[C:7]([O:9][CH2:10][C:11]1[CH:16]=[CH:15][CH:14]=[CH:13][CH:12]=1)=[O:8].